Dataset: Forward reaction prediction with 1.9M reactions from USPTO patents (1976-2016). Task: Predict the product of the given reaction. (1) The product is: [Cl:16][C:14]1[CH:15]=[C:10]([CH:8]([NH:7][C:5](=[O:6])[C:4]2[CH:3]=[C:2]([NH:32][C:28]3[O:27][CH:31]=[CH:30][N:29]=3)[N:25]=[C:24]([CH3:26])[CH:23]=2)[CH3:9])[CH:11]=[N:12][C:13]=1[O:17][CH2:18][C:19]([F:22])([F:21])[F:20]. Given the reactants Br[C:2]1[CH:3]=[C:4]([CH:23]=[C:24]([CH3:26])[N:25]=1)[C:5]([NH:7][CH:8]([C:10]1[CH:11]=[N:12][C:13]([O:17][CH2:18][C:19]([F:22])([F:21])[F:20])=[C:14]([Cl:16])[CH:15]=1)[CH3:9])=[O:6].[O:27]1[CH:31]=[CH:30][N:29]=[C:28]1[NH2:32], predict the reaction product. (2) Given the reactants [NH2:1][C@@H:2]1[C@@H:7]([OH:8])[C@H:6]([CH2:9][C:10]2[CH:15]=[CH:14][C:13]([NH2:16])=[C:12]([Br:17])[CH:11]=2)[CH2:5][S:4](=[O:18])[CH2:3]1.[C:19]1([CH3:25])[CH:24]=[CH:23][CH:22]=[CH:21][CH:20]=1, predict the reaction product. The product is: [NH2:16][C:13]1[CH:14]=[CH:15][C:10]([CH2:9][C@H:6]2[C@H:7]([OH:8])[C@@H:2]([NH:1][CH2:25][C:19]3[CH:24]=[CH:23][CH:22]=[C:21]([C:6]([CH3:9])([CH3:7])[CH3:5])[CH:20]=3)[CH2:3][S:4](=[O:18])[CH2:5]2)=[CH:11][C:12]=1[Br:17]. (3) Given the reactants [Br:1]Br.[O:3]=[C:4]1[NH:9][C:8]([C:10]([OH:12])=[O:11])=[CH:7][CH:6]=[CH:5]1, predict the reaction product. The product is: [Br:1][C:5]1[C:4](=[O:3])[NH:9][C:8]([C:10]([OH:12])=[O:11])=[CH:7][CH:6]=1. (4) Given the reactants [OH:1][C:2]1[CH:9]=[CH:8][CH:7]=[C:6]([O:10][CH3:11])[C:3]=1[CH:4]=[O:5].[CH2:12](Br)[C:13]1[CH:18]=[CH:17][CH:16]=[CH:15][CH:14]=1.C([O-])([O-])=O.[K+].[K+], predict the reaction product. The product is: [CH2:12]([O:1][C:2]1[CH:9]=[CH:8][CH:7]=[C:6]([O:10][CH3:11])[C:3]=1[CH:4]=[O:5])[C:13]1[CH:18]=[CH:17][CH:16]=[CH:15][CH:14]=1.